Dataset: Forward reaction prediction with 1.9M reactions from USPTO patents (1976-2016). Task: Predict the product of the given reaction. (1) Given the reactants [Cl:1][C:2]1[C:3]2[NH:10][CH:9]=[CH:8][C:4]=2[N:5]=[CH:6][N:7]=1.Br[CH2:12][CH2:13][O:14][CH2:15][CH2:16][O:17][CH3:18].C(=O)([O-])[O-].[Cs+].[Cs+].CN(C)C=O, predict the reaction product. The product is: [Cl:1][C:2]1[C:3]2[N:10]([CH2:12][CH2:13][O:14][CH2:15][CH2:16][O:17][CH3:18])[CH:9]=[CH:8][C:4]=2[N:5]=[CH:6][N:7]=1. (2) Given the reactants [NH2:1][C:2]1[N:6]([C:7]2[CH:8]=[C:9]([CH:16]=[CH:17][C:18]=2[CH3:19])[C:10]([NH:12][CH:13]2[CH2:15][CH2:14]2)=[O:11])[N:5]=[CH:4][C:3]=1[C:20](=[O:35])[C:21]1[CH:26]=[CH:25][CH:24]=[C:23](OCC2C=CC=CC=2)[CH:22]=1.[H][H].[CH3:38][OH:39], predict the reaction product. The product is: [NH2:1][C:2]1[N:6]([C:7]2[CH:8]=[C:9]([CH:16]=[CH:17][C:18]=2[CH3:19])[C:10]([NH:12][CH:13]2[CH2:14][CH2:15]2)=[O:11])[N:5]=[CH:4][C:3]=1[C:20](=[O:35])[C:21]1[CH:26]=[CH:25][CH:24]=[C:23]([CH2:38][OH:39])[CH:22]=1. (3) Given the reactants [CH3:1][N:2]1[C:10]([CH3:11])=[C:9]2[C:4]([CH:5]=[CH:6][C:7]([N:12]3[CH:17]=[CH:16][C:15]([OH:18])=[CH:14][C:13]3=[O:19])=[CH:8]2)=[N:3]1.[F:20][C:21]([F:30])([F:29])[C:22]1[N:23]=[C:24]([CH2:27]O)[S:25][CH:26]=1.C1(P(C2C=CC=CC=2)C2C=CC=CC=2)C=CC=CC=1.O, predict the reaction product. The product is: [CH3:1][N:2]1[C:10]([CH3:11])=[C:9]2[C:4]([CH:5]=[CH:6][C:7]([N:12]3[CH:17]=[CH:16][C:15]([O:18][CH2:27][C:24]4[S:25][CH:26]=[C:22]([C:21]([F:30])([F:29])[F:20])[N:23]=4)=[CH:14][C:13]3=[O:19])=[CH:8]2)=[N:3]1.